This data is from Reaction yield outcomes from USPTO patents with 853,638 reactions. The task is: Predict the reaction yield, written as a fraction of the theoretical maximum amount of product (1.0 means a 100% yield; for example, 0.34 means a 34% yield). The reactants are Cl[C:2]1[C:7]([CH2:8][C:9]2[CH:14]=[CH:13][C:12]([C:15]3[C:16]([C:21]#[N:22])=[CH:17][CH:18]=[CH:19][CH:20]=3)=[CH:11][CH:10]=2)=[C:6]([CH2:23][CH2:24][CH3:25])[N:5]=[C:4]([CH3:26])[N:3]=1.[CH2:27]([S:32]([NH2:35])(=[O:34])=[O:33])[CH2:28][CH2:29][CH2:30][CH3:31].[C:36](=[O:39])([O-])[O-:37].[K+].[K+].C[N:43](C)C(=O)C. The catalyst is C(OCC)(=O)C. The product is [CH3:26][C:4]1[N:3]=[C:2]([NH:35][S:32]([CH2:27][CH2:28][CH2:29][CH2:30][CH3:31])(=[O:34])=[O:33])[C:7]([CH2:8][C:9]2[CH:14]=[CH:13][C:12]([C:15]3[CH:20]=[CH:19][CH:18]=[CH:17][C:16]=3[C:21]3[NH:43][C:36](=[O:39])[O:37][N:22]=3)=[CH:11][CH:10]=2)=[C:6]([CH2:23][CH2:24][CH3:25])[N:5]=1. The yield is 0.380.